This data is from NCI-60 drug combinations with 297,098 pairs across 59 cell lines. The task is: Regression. Given two drug SMILES strings and cell line genomic features, predict the synergy score measuring deviation from expected non-interaction effect. (1) Cell line: RPMI-8226. Drug 1: CC(C1=C(C=CC(=C1Cl)F)Cl)OC2=C(N=CC(=C2)C3=CN(N=C3)C4CCNCC4)N. Synergy scores: CSS=-5.88, Synergy_ZIP=-0.489, Synergy_Bliss=-5.83, Synergy_Loewe=-10.6, Synergy_HSA=-10.7. Drug 2: CN(C(=O)NC(C=O)C(C(C(CO)O)O)O)N=O. (2) Drug 1: CCC1=CC2CC(C3=C(CN(C2)C1)C4=CC=CC=C4N3)(C5=C(C=C6C(=C5)C78CCN9C7C(C=CC9)(C(C(C8N6C)(C(=O)OC)O)OC(=O)C)CC)OC)C(=O)OC.C(C(C(=O)O)O)(C(=O)O)O. Drug 2: CC1=C(C(CCC1)(C)C)C=CC(=CC=CC(=CC(=O)O)C)C. Cell line: SNB-19. Synergy scores: CSS=31.4, Synergy_ZIP=2.35, Synergy_Bliss=3.28, Synergy_Loewe=-27.1, Synergy_HSA=-0.0677. (3) Drug 1: CC(C1=C(C=CC(=C1Cl)F)Cl)OC2=C(N=CC(=C2)C3=CN(N=C3)C4CCNCC4)N. Drug 2: CC1=C(C=C(C=C1)NC2=NC=CC(=N2)N(C)C3=CC4=NN(C(=C4C=C3)C)C)S(=O)(=O)N.Cl. Cell line: OVCAR3. Synergy scores: CSS=2.42, Synergy_ZIP=6.76, Synergy_Bliss=9.54, Synergy_Loewe=7.61, Synergy_HSA=6.32. (4) Drug 1: CC(C1=C(C=CC(=C1Cl)F)Cl)OC2=C(N=CC(=C2)C3=CN(N=C3)C4CCNCC4)N. Drug 2: C1CCC(C1)C(CC#N)N2C=C(C=N2)C3=C4C=CNC4=NC=N3. Cell line: UACC-257. Synergy scores: CSS=-0.128, Synergy_ZIP=1.18, Synergy_Bliss=0.670, Synergy_Loewe=-2.79, Synergy_HSA=-2.07. (5) Drug 1: CN(C)C1=NC(=NC(=N1)N(C)C)N(C)C. Drug 2: C1=NC2=C(N1)C(=S)N=C(N2)N. Cell line: M14. Synergy scores: CSS=20.1, Synergy_ZIP=-0.285, Synergy_Bliss=-3.97, Synergy_Loewe=-26.9, Synergy_HSA=-6.26.